From a dataset of Peptide-MHC class I binding affinity with 185,985 pairs from IEDB/IMGT. Regression. Given a peptide amino acid sequence and an MHC pseudo amino acid sequence, predict their binding affinity value. This is MHC class I binding data. (1) The peptide sequence is LLAISAVYF. The MHC is HLA-B15:01 with pseudo-sequence HLA-B15:01. The binding affinity (normalized) is 0.680. (2) The peptide sequence is KEDPGDHIF. The MHC is HLA-B07:02 with pseudo-sequence HLA-B07:02. The binding affinity (normalized) is 0.0847.